Dataset: CYP1A2 inhibition data for predicting drug metabolism from PubChem BioAssay. Task: Regression/Classification. Given a drug SMILES string, predict its absorption, distribution, metabolism, or excretion properties. Task type varies by dataset: regression for continuous measurements (e.g., permeability, clearance, half-life) or binary classification for categorical outcomes (e.g., BBB penetration, CYP inhibition). Dataset: cyp1a2_veith. (1) The compound is COc1cc(C2C(C(=O)OCCC#N)=C(C)NC3=C2S(=O)(=O)c2ccccc23)cc(OC)c1OC. The result is 0 (non-inhibitor). (2) The drug is CCN1C[C@@]2(COC)CC[C@H](O)[C@@]34[C@H]5C[C@@H]6[C@H](OC(C)=O)[C@H]5[C@@](O)(C[C@H]6OC)[C@@H](C[C@@H]32)[C@@H]14. The result is 0 (non-inhibitor). (3) The molecule is COc1ccc(NC(=O)N2CCC3(CC2)CCN(S(C)(=O)=O)CC3)cc1. The result is 0 (non-inhibitor).